Dataset: Forward reaction prediction with 1.9M reactions from USPTO patents (1976-2016). Task: Predict the product of the given reaction. (1) Given the reactants [F:1][C:2]([F:13])([F:12])[O:3][C:4]1[CH:5]=[C:6]([NH2:11])[C:7]([NH2:10])=[CH:8][CH:9]=1.[N+:14]([C:17]1[C:18]([C:22](O)=[O:23])=[N:19][NH:20][CH:21]=1)([O-:16])=[O:15].NC1C=C(OC(F)(F)F)C=CC=1[NH-], predict the reaction product. The product is: [NH2:11][C:6]1[CH:5]=[C:4]([O:3][C:2]([F:12])([F:13])[F:1])[CH:9]=[CH:8][C:7]=1[NH:10][C:22]([C:18]1[C:17]([N+:14]([O-:16])=[O:15])=[CH:21][NH:20][N:19]=1)=[O:23]. (2) Given the reactants [F:1][C:2]([F:16])([F:15])[O:3][C:4]1[CH:5]=[C:6]2[C:10](=[CH:11][CH:12]=1)[NH:9][C:8](=[O:13])[C:7]2=[O:14].[OH-].[K+].[Cl:19][C:20]1[CH:25]=[CH:24][C:23](/[CH:26]=[CH:27]/[CH2:28]Cl)=[CH:22][C:21]=1[Cl:30].O, predict the reaction product. The product is: [Cl:30][C:21]1[CH:22]=[C:23](/[CH:26]=[CH:27]/[CH2:28][N:9]2[C:10]3[C:6](=[CH:5][C:4]([O:3][C:2]([F:1])([F:15])[F:16])=[CH:12][CH:11]=3)[C:7](=[O:14])[C:8]2=[O:13])[CH:24]=[CH:25][C:20]=1[Cl:19]. (3) Given the reactants [C:1]([C:4]([CH:17]1[CH2:21][CH2:20][NH:19][CH2:18]1)([C:11]1[CH:16]=[CH:15][CH:14]=[CH:13][CH:12]=1)[C:5]1[CH:10]=[CH:9][CH:8]=[CH:7][CH:6]=1)(=[O:3])[NH2:2].Br[CH2:23][CH2:24][C:25]1[CH:26]=[CH:27][C:28]2[O:32][CH2:31][CH2:30][C:29]=2[CH:33]=1.C(=O)([O-])[O-].[K+].[K+], predict the reaction product. The product is: [C:1]([C:4]([CH:17]1[CH2:21][CH2:20][N:19]([CH2:23][CH2:24][C:25]2[CH:26]=[CH:27][C:28]3[O:32][CH2:31][CH2:30][C:29]=3[CH:33]=2)[CH2:18]1)([C:11]1[CH:12]=[CH:13][CH:14]=[CH:15][CH:16]=1)[C:5]1[CH:10]=[CH:9][CH:8]=[CH:7][CH:6]=1)(=[O:3])[NH2:2]. (4) The product is: [CH2:1]([N:15]([C:9]1[CH:14]=[CH:13][CH:12]=[CH:11][CH:10]=1)[CH2:16][C:17]([O:19][CH2:20][CH3:21])=[O:18])[C:2]1[CH:7]=[CH:6][CH:5]=[CH:4][CH:3]=1. Given the reactants [CH2:1](Br)[C:2]1[CH:7]=[CH:6][CH:5]=[CH:4][CH:3]=1.[C:9]1([NH:15][CH2:16][C:17]([O:19][CH2:20][CH3:21])=[O:18])[CH:14]=[CH:13][CH:12]=[CH:11][CH:10]=1.C(=O)([O-])[O-].[K+].[K+].CN(C=O)C, predict the reaction product. (5) Given the reactants Br[C:2]1[C:3]([CH:23]2[CH2:25][CH2:24]2)=[N:4][C:5]([N:10]2[CH2:15][CH2:14][N:13]([C:16](=[O:21])[CH2:17][CH2:18][O:19][CH3:20])[C@H:12]([CH3:22])[CH2:11]2)=[C:6]([CH:9]=1)[C:7]#[N:8].[Cl:26][C:27]1[CH:32]=[C:31](B(O)O)[CH:30]=[CH:29][N:28]=1.C([O-])([O-])=O.[K+].[K+], predict the reaction product. The product is: [Cl:26][C:27]1[CH:32]=[C:31]([C:2]2[C:3]([CH:23]3[CH2:24][CH2:25]3)=[N:4][C:5]([N:10]3[CH2:15][CH2:14][N:13]([C:16](=[O:21])[CH2:17][CH2:18][O:19][CH3:20])[C@H:12]([CH3:22])[CH2:11]3)=[C:6]([C:7]#[N:8])[CH:9]=2)[CH:30]=[CH:29][N:28]=1.